Task: Predict which catalyst facilitates the given reaction.. Dataset: Catalyst prediction with 721,799 reactions and 888 catalyst types from USPTO (1) Reactant: Cl.[NH2:2][C@@H:3]([CH:11]([CH3:13])[CH3:12])[C:4]([O:6][C:7]([CH3:10])([CH3:9])[CH3:8])=[O:5].CCN(C(C)C)C(C)C.Cl[C:24]1[N:29]=[C:28]([O:30][CH3:31])[N:27]=[C:26]([O:32][CH3:33])[N:25]=1. Product: [CH3:33][O:32][C:26]1[N:27]=[C:28]([O:30][CH3:31])[N:29]=[C:24]([NH:2][C@@H:3]([CH:11]([CH3:13])[CH3:12])[C:4]([O:6][C:7]([CH3:8])([CH3:10])[CH3:9])=[O:5])[N:25]=1. The catalyst class is: 10. (2) Reactant: Cl[C:2]1[N:3]=[N:4][CH:5]=[C:6]([Cl:9])[C:7]=1Cl.CC1C=CC(S(O)(=O)=O)=CC=1.[Cl:21][C:22]1[CH:27]=[CH:26][CH:25]=[CH:24][C:23]=1[CH:28]1[CH2:33][CH2:32][NH:31][CH2:30][CH2:29]1.C(=O)([O-])[O-].[K+].[K+].[NH2:40][NH2:41]. Product: [Cl:9][C:6]1[C:7]([N:31]2[CH2:30][CH2:29][CH:28]([C:23]3[CH:24]=[CH:25][CH:26]=[CH:27][C:22]=3[Cl:21])[CH2:33][CH2:32]2)=[CH:2][N:3]=[N:4][C:5]=1[NH:40][NH2:41]. The catalyst class is: 872. (3) Product: [CH2:1]([N:8]1[CH2:9][CH2:10][C:11]2([NH:16][C:17](=[O:18])[N:19]([C:20]3[CH:21]=[CH:22][C:23]([O:26][C:27]([F:30])([F:29])[F:28])=[CH:24][CH:25]=3)[C:14]2=[NH:15])[CH2:12][CH2:13]1)[C:2]1[CH:7]=[CH:6][CH:5]=[CH:4][CH:3]=1. Reactant: [CH2:1]([N:8]1[CH2:13][CH2:12][C:11]([NH:16][C:17]([NH:19][C:20]2[CH:25]=[CH:24][C:23]([O:26][C:27]([F:30])([F:29])[F:28])=[CH:22][CH:21]=2)=[O:18])([C:14]#[N:15])[CH2:10][CH2:9]1)[C:2]1[CH:7]=[CH:6][CH:5]=[CH:4][CH:3]=1.[H-].[Na+].[Cl-].[NH4+].C(OCC)(=O)C. The catalyst class is: 11.